From a dataset of Full USPTO retrosynthesis dataset with 1.9M reactions from patents (1976-2016). Predict the reactants needed to synthesize the given product. (1) Given the product [CH:1]([N:4]1[C:8]([C:9]2[S:10][C:11]3[CH2:12][CH2:13][O:14][C:15]4[CH:22]=[C:21]([C:28]5[CH:27]=[CH:26][C:25]([F:24])=[N:30][CH:29]=5)[CH:20]=[CH:19][C:16]=4[C:17]=3[N:18]=2)=[N:7][CH:6]=[N:5]1)([CH3:3])[CH3:2], predict the reactants needed to synthesize it. The reactants are: [CH:1]([N:4]1[C:8]([C:9]2[S:10][C:11]3[CH2:12][CH2:13][O:14][C:15]4[CH:22]=[C:21](Br)[CH:20]=[CH:19][C:16]=4[C:17]=3[N:18]=2)=[N:7][CH:6]=[N:5]1)([CH3:3])[CH3:2].[F:24][C:25]1[N:30]=[CH:29][C:28](B(O)O)=[CH:27][CH:26]=1. (2) Given the product [NH:21]1[C:25]2=[N:26][CH:27]=[CH:28][C:29]([NH:30][C:31]3[CH:36]=[CH:35][C:34]([NH:37][C:4]([C:1]4([C:7]([OH:9])=[O:8])[CH2:3][CH2:2]4)=[O:5])=[CH:33][CH:32]=3)=[C:24]2[CH:23]=[CH:22]1, predict the reactants needed to synthesize it. The reactants are: [C:1]1([C:7]([OH:9])=[O:8])([C:4](O)=[O:5])[CH2:3][CH2:2]1.C(N(CC)CC)C.S(Cl)(Cl)=O.[NH:21]1[C:25]2=[N:26][CH:27]=[CH:28][C:29]([NH:30][C:31]3[CH:36]=[CH:35][C:34]([NH2:37])=[CH:33][CH:32]=3)=[C:24]2[CH:23]=[CH:22]1. (3) Given the product [CH:7]([CH:10]1[CH2:15][CH2:14][NH:1][C:13](=[O:16])[CH2:12][CH2:11]1)([CH3:9])[CH3:8], predict the reactants needed to synthesize it. The reactants are: [NH2:1]OS(O)(=O)=O.[CH:7]([CH:10]1[CH2:15][CH2:14][C:13](=[O:16])[CH2:12][CH2:11]1)([CH3:9])[CH3:8].[OH-].[Na+]. (4) The reactants are: Cl.[CH3:2][O:3][C:4]1[CH:5]=[C:6]([C:12]2[C:13]([CH3:25])([CH3:24])[C:14](=[O:23])[N:15]([CH:17]3[CH2:22][CH2:21][NH:20][CH2:19][CH2:18]3)[N:16]=2)[CH:7]=[CH:8][C:9]=1[O:10][CH3:11].[Cl:26][C:27]1[CH:28]=[C:29]([S:34](Cl)(=[O:36])=[O:35])[CH:30]=[C:31]([Cl:33])[CH:32]=1. Given the product [Cl:33][C:31]1[CH:30]=[C:29]([S:34]([N:20]2[CH2:21][CH2:22][CH:17]([N:15]3[C:14](=[O:23])[C:13]([CH3:25])([CH3:24])[C:12]([C:6]4[CH:7]=[CH:8][C:9]([O:10][CH3:11])=[C:4]([O:3][CH3:2])[CH:5]=4)=[N:16]3)[CH2:18][CH2:19]2)(=[O:35])=[O:36])[CH:28]=[C:27]([Cl:26])[CH:32]=1, predict the reactants needed to synthesize it.